This data is from Reaction yield outcomes from USPTO patents with 853,638 reactions. The task is: Predict the reaction yield, written as a fraction of the theoretical maximum amount of product (1.0 means a 100% yield; for example, 0.34 means a 34% yield). The reactants are [Si:1]([O:8][C@@H:9]1[C@H:13]([CH2:14][O:15][Si:16]([C:19]([CH3:22])([CH3:21])[CH3:20])([CH3:18])[CH3:17])[CH2:12][C@@H:11]([NH:23][C:24]2[C:29]([F:30])=[C:28](Cl)[N:27]=[CH:26][N:25]=2)[CH2:10]1)([C:4]([CH3:7])([CH3:6])[CH3:5])([CH3:3])[CH3:2].[CH3:32][C:33]1([CH3:43])[C:41]2[C:36](=[CH:37][CH:38]=[CH:39][CH:40]=2)[C@@H:35]([NH2:42])[CH2:34]1.C(=O)([O-])[O-].[Na+].[Na+]. The catalyst is C(Cl)Cl. The product is [Si:1]([O:8][C@@H:9]1[C@H:13]([CH2:14][O:15][Si:16]([C:19]([CH3:22])([CH3:21])[CH3:20])([CH3:18])[CH3:17])[CH2:12][C@@H:11]([NH:23][C:24]2[C:29]([F:30])=[C:28]([NH:42][C@@H:35]3[C:36]4[C:41](=[CH:40][CH:39]=[CH:38][CH:37]=4)[C:33]([CH3:43])([CH3:32])[CH2:34]3)[N:27]=[CH:26][N:25]=2)[CH2:10]1)([C:4]([CH3:7])([CH3:6])[CH3:5])([CH3:3])[CH3:2]. The yield is 0.700.